Dataset: Forward reaction prediction with 1.9M reactions from USPTO patents (1976-2016). Task: Predict the product of the given reaction. (1) Given the reactants [OH:1][C:2]1[C:7]([C:8]([F:11])([F:10])[F:9])=[CH:6][CH:5]=[CH:4][N:3]=1.[Br:12]Br, predict the reaction product. The product is: [Br:12][C:5]1[CH:6]=[C:7]([C:8]([F:9])([F:11])[F:10])[C:2]([OH:1])=[N:3][CH:4]=1. (2) Given the reactants [OH:1][C:2]1[C:7]([C:8]#[N:9])=[CH:6][N:5]=[C:4]2[S:10][CH:11]=[CH:12][C:3]=12.FC(F)(F)C(O[I:18](C1C=CC=CC=1)OC(=O)C(F)(F)F)=O.II.ICl.C([O-])(=O)C.[Na+], predict the reaction product. The product is: [OH:1][C:2]1[C:7]([C:8]#[N:9])=[CH:6][N:5]=[C:4]2[S:10][C:11]([I:18])=[CH:12][C:3]=12. (3) Given the reactants [F:1][C:2]1[CH:3]=[C:4]([N:8]2[CH:12]=[C:11]([NH:13][C:14](=[O:20])[O:15][C:16]([CH3:19])([CH3:18])[CH3:17])[C:10]([CH3:21])=[N:9]2)[CH:5]=[N:6][CH:7]=1.[H-].[Na+].Br[CH2:25][C:26]#[CH:27].[Cl-].[NH4+], predict the reaction product. The product is: [F:1][C:2]1[CH:3]=[C:4]([N:8]2[CH:12]=[C:11]([N:13]([CH2:27][C:26]#[CH:25])[C:14](=[O:20])[O:15][C:16]([CH3:17])([CH3:18])[CH3:19])[C:10]([CH3:21])=[N:9]2)[CH:5]=[N:6][CH:7]=1. (4) Given the reactants Cl[C:2]1[C:7]([N+:8]([O-])=O)=[CH:6][CH:5]=[CH:4][N:3]=1.[OH:11][C:12]1[CH:21]=[CH:20][CH:19]=[CH:18][C:13]=1[C:14]([O:16][CH3:17])=[O:15].C(=O)([O-])[O-].[K+].[K+].O, predict the reaction product. The product is: [NH2:8][C:7]1[C:2]([O:11][C:12]2[CH:21]=[CH:20][CH:19]=[CH:18][C:13]=2[C:14]([O:16][CH3:17])=[O:15])=[N:3][CH:4]=[CH:5][CH:6]=1. (5) The product is: [CH:1]1([NH:4][C:5]([C:7]2[CH:8]=[CH:9][C:10]([S:13]([NH:16][C:17]3[CH:18]=[C:19]([F:56])[C:20]([C:21]([NH:23][C@H:24]([C:47]([OH:49])=[O:48])[CH2:25][C:26]4[CH:31]=[CH:30][C:29]([N:32]5[C:41](=[O:42])[C:40]6[C:35](=[CH:36][CH:37]=[C:38]([O:43][CH3:44])[CH:39]=6)[N:34]([CH3:45])[C:33]5=[O:46])=[CH:28][CH:27]=4)=[O:22])=[C:53]([F:55])[CH:54]=3)(=[O:14])=[O:15])=[CH:11][CH:12]=2)=[O:6])[CH2:2][CH2:3]1. Given the reactants [CH:1]1([NH:4][C:5]([C:7]2[CH:12]=[CH:11][C:10]([S:13]([NH:16][C:17]3[CH:54]=[C:53]([F:55])[C:20]([C:21]([NH:23][C@H:24]([C:47]([O:49]C(C)C)=[O:48])[CH2:25][C:26]4[CH:31]=[CH:30][C:29]([N:32]5[C:41](=[O:42])[C:40]6[C:35](=[CH:36][CH:37]=[C:38]([O:43][CH3:44])[CH:39]=6)[N:34]([CH3:45])[C:33]5=[O:46])=[CH:28][CH:27]=4)=[O:22])=[C:19]([F:56])[CH:18]=3)(=[O:15])=[O:14])=[CH:9][CH:8]=2)=[O:6])[CH2:3][CH2:2]1.Cl.O1CCOCC1, predict the reaction product. (6) Given the reactants [C:1]1([C:7]2[O:16][C:10]3[N:11]=[CH:12][NH:13][C:14](=O)[C:9]=3[CH:8]=2)[CH:6]=[CH:5][CH:4]=[CH:3][CH:2]=1.O=P(Cl)(Cl)[Cl:19], predict the reaction product. The product is: [Cl:19][C:14]1[C:9]2[CH:8]=[C:7]([C:1]3[CH:6]=[CH:5][CH:4]=[CH:3][CH:2]=3)[O:16][C:10]=2[N:11]=[CH:12][N:13]=1.